Task: Regression. Given two drug SMILES strings and cell line genomic features, predict the synergy score measuring deviation from expected non-interaction effect.. Dataset: NCI-60 drug combinations with 297,098 pairs across 59 cell lines (1) Drug 1: COC1=NC(=NC2=C1N=CN2C3C(C(C(O3)CO)O)O)N. Drug 2: CCCCC(=O)OCC(=O)C1(CC(C2=C(C1)C(=C3C(=C2O)C(=O)C4=C(C3=O)C=CC=C4OC)O)OC5CC(C(C(O5)C)O)NC(=O)C(F)(F)F)O. Cell line: MCF7. Synergy scores: CSS=40.5, Synergy_ZIP=1.11, Synergy_Bliss=2.48, Synergy_Loewe=-6.99, Synergy_HSA=4.96. (2) Drug 1: CS(=O)(=O)C1=CC(=C(C=C1)C(=O)NC2=CC(=C(C=C2)Cl)C3=CC=CC=N3)Cl. Drug 2: CC1CCC2CC(C(=CC=CC=CC(CC(C(=O)C(C(C(=CC(C(=O)CC(OC(=O)C3CCCCN3C(=O)C(=O)C1(O2)O)C(C)CC4CCC(C(C4)OC)OCCO)C)C)O)OC)C)C)C)OC. Cell line: MDA-MB-435. Synergy scores: CSS=7.70, Synergy_ZIP=5.89, Synergy_Bliss=12.1, Synergy_Loewe=-5.96, Synergy_HSA=4.75. (3) Drug 1: CC12CCC3C(C1CCC2=O)CC(=C)C4=CC(=O)C=CC34C. Drug 2: C1CN1P(=S)(N2CC2)N3CC3. Cell line: ACHN. Synergy scores: CSS=52.0, Synergy_ZIP=4.13, Synergy_Bliss=5.60, Synergy_Loewe=5.94, Synergy_HSA=7.94. (4) Drug 1: C1=NC2=C(N1)C(=S)N=C(N2)N. Drug 2: CC1C(C(=O)NC(C(=O)N2CCCC2C(=O)N(CC(=O)N(C(C(=O)O1)C(C)C)C)C)C(C)C)NC(=O)C3=C4C(=C(C=C3)C)OC5=C(C(=O)C(=C(C5=N4)C(=O)NC6C(OC(=O)C(N(C(=O)CN(C(=O)C7CCCN7C(=O)C(NC6=O)C(C)C)C)C)C(C)C)C)N)C. Cell line: SK-MEL-2. Synergy scores: CSS=12.0, Synergy_ZIP=-0.383, Synergy_Bliss=6.84, Synergy_Loewe=2.78, Synergy_HSA=3.91. (5) Drug 1: CN(C)N=NC1=C(NC=N1)C(=O)N. Drug 2: CC(C)NC(=O)C1=CC=C(C=C1)CNNC.Cl. Cell line: ACHN. Synergy scores: CSS=13.9, Synergy_ZIP=3.91, Synergy_Bliss=10.5, Synergy_Loewe=7.89, Synergy_HSA=11.2. (6) Drug 1: CCCS(=O)(=O)NC1=C(C(=C(C=C1)F)C(=O)C2=CNC3=C2C=C(C=N3)C4=CC=C(C=C4)Cl)F. Drug 2: N.N.Cl[Pt+2]Cl. Cell line: MCF7. Synergy scores: CSS=-0.401, Synergy_ZIP=3.40, Synergy_Bliss=7.06, Synergy_Loewe=1.87, Synergy_HSA=2.26. (7) Cell line: SW-620. Synergy scores: CSS=13.2, Synergy_ZIP=-1.77, Synergy_Bliss=0.569, Synergy_Loewe=-3.00, Synergy_HSA=0.533. Drug 2: CC12CCC3C(C1CCC2O)C(CC4=C3C=CC(=C4)O)CCCCCCCCCS(=O)CCCC(C(F)(F)F)(F)F. Drug 1: C1=NC2=C(N1)C(=S)N=C(N2)N. (8) Cell line: EKVX. Synergy scores: CSS=8.33, Synergy_ZIP=-3.77, Synergy_Bliss=-1.26, Synergy_Loewe=0.702, Synergy_HSA=0.676. Drug 1: CC1=C(C(=CC=C1)Cl)NC(=O)C2=CN=C(S2)NC3=CC(=NC(=N3)C)N4CCN(CC4)CCO. Drug 2: CC12CCC3C(C1CCC2OP(=O)(O)O)CCC4=C3C=CC(=C4)OC(=O)N(CCCl)CCCl.[Na+]. (9) Drug 1: CS(=O)(=O)OCCCCOS(=O)(=O)C. Drug 2: CC(C)CN1C=NC2=C1C3=CC=CC=C3N=C2N. Cell line: UACC-257. Synergy scores: CSS=2.74, Synergy_ZIP=-2.24, Synergy_Bliss=-3.80, Synergy_Loewe=-3.95, Synergy_HSA=-4.16. (10) Drug 1: C#CCC(CC1=CN=C2C(=N1)C(=NC(=N2)N)N)C3=CC=C(C=C3)C(=O)NC(CCC(=O)O)C(=O)O. Drug 2: C(CCl)NC(=O)N(CCCl)N=O. Cell line: KM12. Synergy scores: CSS=10.7, Synergy_ZIP=1.57, Synergy_Bliss=4.68, Synergy_Loewe=0.545, Synergy_HSA=0.169.